The task is: Predict the reactants needed to synthesize the given product.. This data is from Full USPTO retrosynthesis dataset with 1.9M reactions from patents (1976-2016). (1) The reactants are: Br[C:2]1[CH:7]=[CH:6][C:5]([C@@H:8]([N:10]2[CH2:15][CH2:14][C@:13]([CH2:22][C:23]([OH:26])([CH3:25])[CH3:24])([C:16]3[CH:21]=[CH:20][CH:19]=[CH:18][CH:17]=3)[O:12][C:11]2=[O:27])[CH3:9])=[CH:4][CH:3]=1.Br[C:29]1[CH:34]=[CH:33][N:32]([CH3:35])[C:31](=[O:36])[CH:30]=1. Given the product [OH:26][C:23]([CH3:25])([CH3:24])[CH2:22][C@@:13]1([C:16]2[CH:21]=[CH:20][CH:19]=[CH:18][CH:17]=2)[O:12][C:11](=[O:27])[N:10]([C@H:8]([C:5]2[CH:6]=[CH:7][C:2]([C:29]3[CH:34]=[CH:33][N:32]([CH3:35])[C:31](=[O:36])[CH:30]=3)=[CH:3][CH:4]=2)[CH3:9])[CH2:15][CH2:14]1, predict the reactants needed to synthesize it. (2) Given the product [N+:15]([C:7]1[CH:8]=[C:9]2[C:4](=[CH:5][CH:6]=1)[N:3]([CH2:11][C:12]([NH2:14])=[O:13])[C:2](=[O:1])[CH2:10]2)([O-:17])=[O:16], predict the reactants needed to synthesize it. The reactants are: [O:1]=[C:2]1[CH2:10][C:9]2[C:4](=[CH:5][CH:6]=[CH:7][CH:8]=2)[N:3]1[CH2:11][C:12]([NH2:14])=[O:13].[N+:15]([O-])([OH:17])=[O:16].C(#N)C.CO.